Dataset: Forward reaction prediction with 1.9M reactions from USPTO patents (1976-2016). Task: Predict the product of the given reaction. (1) Given the reactants C([Li])CCC.CCCCCC.C(NC(C)C)(C)C.[Cl:19][C:20]1[CH:29]=[CH:28][C:27]2[C:22](=[CH:23][CH:24]=[CH:25][CH:26]=2)[N:21]=1.[CH2:30]([N:37]1[CH2:42][CH2:41][C:40](=[O:43])[CH2:39][CH2:38]1)[C:31]1[CH:36]=[CH:35][CH:34]=[CH:33][CH:32]=1, predict the reaction product. The product is: [CH2:30]([N:37]1[CH2:42][CH2:41][C:40]([C:29]2[C:20]([Cl:19])=[N:21][C:22]3[C:27]([CH:28]=2)=[CH:26][CH:25]=[CH:24][CH:23]=3)([OH:43])[CH2:39][CH2:38]1)[C:31]1[CH:32]=[CH:33][CH:34]=[CH:35][CH:36]=1. (2) Given the reactants [Br:1][C:2]1[C:11]2[S:12][C:13]([CH3:16])=[C:14]([CH3:15])[C:10]=2[C:9]([C:17]2[CH:22]=[CH:21][C:20]([O:23][C:24](=[O:26])[CH3:25])=[CH:19][CH:18]=2)=[C:8]2[C:3]=1[CH:4]=[CH:5][CH:6]=[CH:7]2.S(Cl)([Cl:30])(=O)=O, predict the reaction product. The product is: [Br:1][C:2]1[C:11]2[S:12][C:13]([CH2:16][Cl:30])=[C:14]([CH3:15])[C:10]=2[C:9]([C:17]2[CH:22]=[CH:21][C:20]([O:23][C:24](=[O:26])[CH3:25])=[CH:19][CH:18]=2)=[C:8]2[C:3]=1[CH:4]=[CH:5][CH:6]=[CH:7]2. (3) Given the reactants [Li][C:2](C)(C)[CH3:3].[C:6]1([S:12]([N:15]2[C:23]3[C:18](=[CH:19][C:20]([Cl:24])=[CH:21][CH:22]=3)[CH:17]=[CH:16]2)(=[O:14])=[O:13])[CH:11]=[CH:10][CH:9]=[CH:8][CH:7]=1.C(I)C, predict the reaction product. The product is: [C:6]1([S:12]([N:15]2[C:23]3[C:18](=[CH:19][C:20]([Cl:24])=[CH:21][CH:22]=3)[CH:17]=[C:16]2[CH2:2][CH3:3])(=[O:14])=[O:13])[CH:7]=[CH:8][CH:9]=[CH:10][CH:11]=1. (4) Given the reactants [CH3:1][O:2][C:3]1[CH:4]=[C:5]([NH:11][C:12]2[C:17]([C:18](=[O:20])[CH3:19])=[CH:16][CH:15]=[CH:14][N:13]=2)[CH:6]=[CH:7][C:8]=1[O:9][CH3:10].[CH3:21][O:22][C:23]1[CH:24]=[C:25]([CH:28]=[C:29]([O:33][CH3:34])[C:30]=1[O:31][CH3:32])[CH:26]=O.Cl, predict the reaction product. The product is: [CH3:1][O:2][C:3]1[CH:4]=[C:5]([NH:11][C:12]2[C:17]([C:18](=[O:20])/[CH:19]=[CH:26]/[C:25]3[CH:28]=[C:29]([O:33][CH3:34])[C:30]([O:31][CH3:32])=[C:23]([O:22][CH3:21])[CH:24]=3)=[CH:16][CH:15]=[CH:14][N:13]=2)[CH:6]=[CH:7][C:8]=1[O:9][CH3:10]. (5) Given the reactants [F:1][C:2]([F:14])([F:13])[C:3]([NH:5][C:6]1[CH:11]=[CH:10][C:9]([CH3:12])=[CH:8][CH:7]=1)=O.P([Cl:31])(OC1C=CC=CC=1)(OC1C=CC=CC=1)=O.C(N(CC)CC)C.C(#N)C, predict the reaction product. The product is: [CH3:12][C:9]1[CH:10]=[CH:11][C:6]([N:5]=[C:3]([Cl:31])[C:2]([F:14])([F:13])[F:1])=[CH:7][CH:8]=1.